From a dataset of Full USPTO retrosynthesis dataset with 1.9M reactions from patents (1976-2016). Predict the reactants needed to synthesize the given product. (1) Given the product [F:1][C:2]1[CH:10]=[C:9]([OH:13])[C:8]([F:12])=[CH:7][C:3]=1[C:4]([OH:6])=[O:5], predict the reactants needed to synthesize it. The reactants are: [F:1][C:2]1[CH:10]=[C:9](F)[C:8]([F:12])=[CH:7][C:3]=1[C:4]([OH:6])=[O:5].[OH-:13].[Na+].Cl. (2) Given the product [CH3:1][O:2][C:3]1[CH:4]=[C:5]2[C:10](=[CH:11][C:12]=1[O:13][CH3:14])[N:9]=[CH:8][CH:7]=[C:6]2[O:15][C:16]1[CH:22]=[CH:21][C:19]([NH:20][C:27](=[O:33])[O:26][CH2:24][C:39]2[CH:40]=[CH:41][C:36]([CH3:35])=[CH:37][CH:38]=2)=[CH:18][CH:17]=1, predict the reactants needed to synthesize it. The reactants are: [CH3:1][O:2][C:3]1[CH:4]=[C:5]2[C:10](=[CH:11][C:12]=1[O:13][CH3:14])[N:9]=[CH:8][CH:7]=[C:6]2[O:15][C:16]1[CH:22]=[CH:21][C:19]([NH2:20])=[CH:18][CH:17]=1.Cl[C:24](Cl)([O:26][C:27](=[O:33])OC(Cl)(Cl)Cl)Cl.[CH3:35][C:36]1[CH:41]=[CH:40][C:39](CO)=[CH:38][CH:37]=1.C(=O)(O)[O-].[Na+]. (3) The reactants are: [CH3:1][C:2]([C:7]1[S:8][CH:9]=[CH:10][CH:11]=1)([CH3:6])[C:3](=[NH:5])[CH3:4].[C:12]1([CH3:29])[CH:17]=[CH:16][CH:15]=[C:14]([CH:18]([C:24](OCC)=[O:25])[C:19](OCC)=[O:20])[CH:13]=1.CCCCCC. Given the product [S:8]1[CH:9]=[CH:10][CH:11]=[C:7]1[C:2]([C:3]1[N:5]=[C:24]([OH:25])[C:18]([C:14]2[CH:13]=[C:12]([CH3:29])[CH:17]=[CH:16][CH:15]=2)=[C:19]([OH:20])[CH:4]=1)([CH3:1])[CH3:6], predict the reactants needed to synthesize it. (4) Given the product [F:50][C:47]1[CH:46]=[CH:45][C:44]([C:24]2([CH2:27][N:28]([CH3:43])[C:29]([C:31]3[C:40]4[C:35](=[CH:36][CH:37]=[CH:38][CH:39]=4)[CH:34]=[C:33]([C:41]#[N:42])[CH:32]=3)=[O:30])[CH2:23][CH2:22][NH:21][CH2:26][CH2:25]2)=[CH:49][CH:48]=1, predict the reactants needed to synthesize it. The reactants are: C([O-])(=O)CC(CC([O-])=O)(C([O-])=O)O.C([N:21]1[CH2:26][CH2:25][C:24]([C:44]2[CH:49]=[CH:48][C:47]([F:50])=[CH:46][CH:45]=2)([CH2:27][N:28]([CH3:43])[C:29]([C:31]2[C:40]3[C:35](=[CH:36][CH:37]=[CH:38][CH:39]=3)[CH:34]=[C:33]([C:41]#[N:42])[CH:32]=2)=[O:30])[CH2:23][CH2:22]1)(OC(C)(C)C)=O. (5) Given the product [F:42][C:43]([F:52])([F:51])[C:44]1[CH:45]=[CH:46][C:47]([O:1][CH2:2][CH2:3][O:4][C:5]2[N:10]=[C:9]([C:11]3[CH:16]=[CH:15][N:14]=[CH:13][CH:12]=3)[N:8]=[C:7]([NH:17][S:18](=[O:30])(=[O:29])[NH:19][C:20]3[CH:21]=[CH:22][C:23]([CH:26]([CH3:28])[CH3:27])=[CH:24][CH:25]=3)[C:6]=2[O:31][C:32]2[CH:37]=[CH:36][CH:35]=[CH:34][C:33]=2[O:38][CH3:39])=[N:48][CH:49]=1, predict the reactants needed to synthesize it. The reactants are: [OH:1][CH2:2][CH2:3][O:4][C:5]1[N:10]=[C:9]([C:11]2[CH:16]=[CH:15][N:14]=[CH:13][CH:12]=2)[N:8]=[C:7]([NH:17][S:18](=[O:30])(=[O:29])[NH:19][C:20]2[CH:25]=[CH:24][C:23]([CH:26]([CH3:28])[CH3:27])=[CH:22][CH:21]=2)[C:6]=1[O:31][C:32]1[CH:37]=[CH:36][CH:35]=[CH:34][C:33]=1[O:38][CH3:39].[H-].[Na+].[F:42][C:43]([F:52])([F:51])[C:44]1[CH:45]=[CH:46][C:47](Cl)=[N:48][CH:49]=1. (6) Given the product [Br:28][C:25]1[CH:26]=[CH:27][C:22]2[N:23]([N:6]=[C:19]([NH2:18])[N:21]=2)[CH:24]=1, predict the reactants needed to synthesize it. The reactants are: Cl.NO.C([N:6](C(C)C)C(C)C)C.C(OC([NH:18][C:19]([NH:21][C:22]1[CH:27]=[CH:26][C:25]([Br:28])=[CH:24][N:23]=1)=S)=O)C. (7) The reactants are: [Cl:1][C:2]1[CH:3]=[C:4]([N:22]([CH2:29][CH3:30])[C@H:23]2[C@H:27]([OH:28])[CH2:26][O:25][CH2:24]2)[C:5]([CH3:21])=[C:6]([CH:20]=1)[C:7]([NH:9][CH2:10][C:11]1[C:12]([CH3:19])=[N:13][N:14]([CH3:18])[C:15]=1[O:16]C)=[O:8].[Na+].[I-].C[Si](Cl)(C)C. Given the product [Cl:1][C:2]1[CH:3]=[C:4]([N:22]([CH2:29][CH3:30])[C@H:23]2[C@H:27]([OH:28])[CH2:26][O:25][CH2:24]2)[C:5]([CH3:21])=[C:6]([CH:20]=1)[C:7]([NH:9][CH2:10][C:11]1[C:15](=[O:16])[N:14]([CH3:18])[NH:13][C:12]=1[CH3:19])=[O:8], predict the reactants needed to synthesize it. (8) Given the product [CH2:1]([N:8]([CH2:26][C:25]1[CH:28]=[CH:29][C:22]([F:21])=[CH:23][CH:24]=1)[C:9]1[C:10]([CH3:20])=[C:11]([NH:15][S:16]([CH3:19])(=[O:18])=[O:17])[CH:12]=[CH:13][CH:14]=1)[C:2]1[CH:3]=[CH:4][CH:5]=[CH:6][CH:7]=1, predict the reactants needed to synthesize it. The reactants are: [CH2:1]([NH:8][C:9]1[C:10]([CH3:20])=[C:11]([NH:15][S:16]([CH3:19])(=[O:18])=[O:17])[CH:12]=[CH:13][CH:14]=1)[C:2]1[CH:7]=[CH:6][CH:5]=[CH:4][CH:3]=1.[F:21][C:22]1[CH:29]=[CH:28][C:25]([CH:26]=O)=[CH:24][CH:23]=1. (9) Given the product [CH3:39][O:38][CH2:37][CH2:36][N:5]1[CH2:4][CH2:3][C:2]([CH2:8][O:9][C:10]2[C:18]3[C:17]4[CH:19]=[C:20]([C:23]#[N:24])[N:21]=[CH:22][C:16]=4[N:15]([CH2:25][O:26][CH2:27][CH2:28][Si:29]([CH3:31])([CH3:30])[CH3:32])[C:14]=3[N:13]=[CH:12][CH:11]=2)([CH3:1])[CH2:7][CH2:6]1, predict the reactants needed to synthesize it. The reactants are: [CH3:1][C:2]1([CH2:8][O:9][C:10]2[C:18]3[C:17]4[CH:19]=[C:20]([C:23]#[N:24])[N:21]=[CH:22][C:16]=4[N:15]([CH2:25][O:26][CH2:27][CH2:28][Si:29]([CH3:32])([CH3:31])[CH3:30])[C:14]=3[N:13]=[CH:12][CH:11]=2)[CH2:7][CH2:6][NH:5][CH2:4][CH2:3]1.[I-].[Na+].Br[CH2:36][CH2:37][O:38][CH3:39].C(N(CC)C(C)C)(C)C.